This data is from Drug-target binding data from BindingDB using IC50 measurements. The task is: Regression. Given a target protein amino acid sequence and a drug SMILES string, predict the binding affinity score between them. We predict pIC50 (pIC50 = -log10(IC50 in M); higher means more potent). Dataset: bindingdb_ic50. (1) The compound is O=C([C@@H]1C[C@@H](c2ccccc2)CN1C(=O)c1ccccc1)N1CCC2(C=Cc3ccccc32)CC1. The target protein sequence is MAEAGLRGWLLWALLLHLAQSEPYTPIHQPGYCAFYDECGKNPELSGGLMTLSNVSCLSNTPARNITGDHLILLQRICPRLYTGPNTQACCSAKQLVSLEASLSITKALLTRCPACSDNFVSLHCHNTCSPNQSLFINVTRVAQLGAGQLPAVVAYEAFYQHSFAEQSYDSCSRVHIPAAATLAVGSMCGVYGSALCNAQRWLNFQGDTGNGLAPLDITFHLLEPGQAVGSGIQPLNEGVARCNESQGDDAVACSCQDCAASCPAIAHPQALDSTFRLGRMPGGLVLIIILCSVFTVVAILLVGLRVAPTRDKSKTVDPKKGTSLSDKLSFSTHTLLGQFFQGWGTWVASWPLTILVLSVIPVVVLAAGLVFTELTTDPVELWSAPNSQARSEKAFHDQHFGPFFRTNQVILTAPNRSSYRYDSLLLGPKNFSGILDLDLLLELLELQERLRHLQVWSPEAQRNISLQHICYAPLNPDNTSLSDCCINSLLQYFQNNRTL.... The pIC50 is 3.8. (2) The small molecule is O=C(C(=O)N1CCCC[C@H]1C(=O)OCCCc1cccnc1)c1ccccc1. The target protein (Q70YI1) has sequence MKMKLVTAAVMGLAMSTAMAATDATSLATDKDKLSYSIGADLGKNFKNQGIDVNPEAMAKGMQDAMSGAQLALTEQQMKDVLNKFQKDLMAKRTAEFNKKADENKVKGEAFLTENKNKPGVVVLPSGLQYKVINAGNGVKPGKSDTVTVEYTGRLIDGTVFDSTEKTGKPATFQVSQVIPGWTEALQLMPAGSTWEIYVPSGLAYGPRSVGGPIGPNETLIFKIHLISVKKSS. The pIC50 is 3.9. (3) The small molecule is Cc1nn(-c2ccc(Nc3ccccc3)nn2)c(C)c1[N+](=O)[O-]. The target protein (P53051) has sequence MTISSAHPETEPKWWKEATFYQIYPASFKDSNDDGWGDMKGIASKLEYIKELGADAIWISPFYDSPQDDMGYDIANYEKVWPTYGTNEDCFALIEKTHKLGMKFITDLVINHCSSEHEWFKESRSSKTNPKRDWFFWRPPKGYDAEGKPIPPNNWKSYFGGSAWTFDEKTQEFYLRLFCSTQPDLNWENEDCRKAIYESAVGYWLDHGVDGFRIDVGSLYSKVVGLPDAPVVDKNSTWQSSDPYTLNGPRIHEFHQEMNQFIRNRVKDGREIMTVGEMQHASDETKRLYTSASRHELSELFNFSHTDVGTSPLFRYNLVPFELKDWKIALAELFRYINGTDCWSTIYLENHDQPRSITRFGDDSPKNRVISGKLLSVLLSALTGTLYVYQGQELGQINFKNWPVEKYEDVEIRNNYNAIKEEHGENSEEMKKFLEAIALISRDHARTPMQWSREEPNAGFSGPSAKPWFYLNDSFREGINVEDEIKDPNSVLNFWKEALK.... The pIC50 is 4.0. (4) The small molecule is Nc1ccc(SSCCNC(=O)C(Cc2cccc(Br)c2)N=O)cc1. The target protein (P9WJN1) has sequence MSELRLMAVHAHPDDESSKGAATLARYADEGHRVLVVTLTGGERGEILNPAMDLPDVHGRIAEIRRDEMTKAAEILGVEHTWLGFVDSGLPKGDLPPPLPDDCFARVPLEVSTEALVRVVREFRPHVMTTYDENGGYPHPDHIRCHQVSVAAYEAAGDFCRFPDAGEPWTVSKLYYVHGFLRERMQMLQDEFARHGQRGPFEQWLAYWDPDHDFLTSRVTTRVECSKYFSQRDDALRAHATQIDPNAEFFAAPLAWQERLWPTEEFELARSRIPARPPETELFAGIEP. The pIC50 is 3.7.